This data is from Catalyst prediction with 721,799 reactions and 888 catalyst types from USPTO. The task is: Predict which catalyst facilitates the given reaction. (1) Product: [CH2:4]([C@@:3]1([C:8]([OH:10])=[O:9])[CH2:2][CH2:7][CH2:6][CH2:31][C@H:30]1[O:29][CH2:28][CH2:27][C:21]1[CH:22]=[CH:23][C:24]([O:25][CH3:26])=[C:19]([O:18][CH3:17])[CH:20]=1)[CH3:5]. Reactant: O[C@@H:2]1[CH2:7][CH2:6][CH2:5][CH2:4][C@H:3]1[C:8]([O:10]CC)=[O:9].B(F)(F)F.[CH3:17][O:18][C:19]1[CH:20]=[C:21]([CH2:27][CH2:28][O:29]/[C:30](=N/[H])/[C:31](Cl)(Cl)Cl)[CH:22]=[CH:23][C:24]=1[O:25][CH3:26]. The catalyst class is: 11. (2) Reactant: [CH:1]([C:3]1[N:4]=[CH:5][C:6]([NH:9][C:10](=[O:27])[CH:11]([NH:15][C:16](=[O:26])[CH2:17][C:18]2[CH:23]=[C:22]([F:24])[CH:21]=[C:20]([F:25])[CH:19]=2)[CH2:12][CH2:13][CH3:14])=[N:7][CH:8]=1)=O.[CH2:28]([NH2:32])[CH:29]([CH3:31])[CH3:30].S([O-])([O-])(=O)=O.[Na+].[Na+].C(O[BH-](OC(=O)C)OC(=O)C)(=O)C.[Na+]. The catalyst class is: 15. Product: [CH2:28]([NH:32][CH2:1][C:3]1[N:4]=[CH:5][C:6]([NH:9][C:10](=[O:27])[CH:11]([NH:15][C:16](=[O:26])[CH2:17][C:18]2[CH:23]=[C:22]([F:24])[CH:21]=[C:20]([F:25])[CH:19]=2)[CH2:12][CH2:13][CH3:14])=[N:7][CH:8]=1)[CH:29]([CH3:31])[CH3:30]. (3) Reactant: [C:1]([C:3](=[C:9]([CH3:11])[CH3:10])[C:4]([O:6][CH2:7][CH3:8])=[O:5])#[N:2].[ClH:12]. The catalyst class is: 867. Product: [ClH:12].[NH2:2][CH2:1][CH:3]([CH:9]([CH3:10])[CH3:11])[C:4]([O:6][CH2:7][CH3:8])=[O:5]. (4) Reactant: [CH:1]1([C:4]([C:7]2[CH:12]=[CH:11][C:10]([Cl:13])=[CH:9][CH:8]=2)(O)[CH3:5])[CH2:3][CH2:2]1.FC(F)(F)C(O)=O.[CH3:21][S:22][CH2:23][C:24]1[CH:25]=[CH:26][CH:27]=[C:28]2[C:32]=1[NH:31][CH:30]=[CH:29]2. Product: [Cl:13][C:10]1[CH:11]=[CH:12][C:7]([C:4]([C:29]2[C:28]3[C:32](=[C:24]([CH2:23][S:22][CH3:21])[CH:25]=[CH:26][CH:27]=3)[NH:31][CH:30]=2)([CH:1]2[CH2:3][CH2:2]2)[CH3:5])=[CH:8][CH:9]=1. The catalyst class is: 4. (5) Reactant: [F:1][C:2]1[CH:7]=[C:6]([N+:8]([O-])=O)[CH:5]=[CH:4][C:3]=1[N:11]1[CH2:15][CH2:14][CH2:13][CH2:12]1.C(Cl)Cl. Product: [F:1][C:2]1[CH:7]=[C:6]([CH:5]=[CH:4][C:3]=1[N:11]1[CH2:15][CH2:14][CH2:13][CH2:12]1)[NH2:8]. The catalyst class is: 43.